Task: Predict the reactants needed to synthesize the given product.. Dataset: Full USPTO retrosynthesis dataset with 1.9M reactions from patents (1976-2016) (1) The reactants are: [C:1](#[N:5])[CH:2]([CH3:4])[CH3:3].C([N-]C(C)C)(C)C.[Li+].[C:14]([O:18][C:19]([N:21]1[CH2:25][CH2:24][CH:23]([CH:26](S(C2C=CC=CC=2)(=O)=O)[NH:27][C:28]([O:30][C:31]([CH3:34])([CH3:33])[CH3:32])=[O:29])[CH2:22]1)=[O:20])([CH3:17])([CH3:16])[CH3:15].C(Cl)Cl.CO. Given the product [C:14]([O:18][C:19]([N:21]1[CH2:25][CH2:24][CH:23]([CH:26]([NH:27][C:28]([O:30][C:31]([CH3:32])([CH3:33])[CH3:34])=[O:29])[C:2]([C:1]#[N:5])([CH3:4])[CH3:3])[CH2:22]1)=[O:20])([CH3:15])([CH3:16])[CH3:17], predict the reactants needed to synthesize it. (2) Given the product [F:7][C:8]1[CH:13]=[CH:12][C:11]([N:14]2[CH:24]=[CH:21][C:22]([NH2:23])=[N:15]2)=[CH:10][C:9]=1[C:16]([F:17])([F:18])[F:19], predict the reactants needed to synthesize it. The reactants are: CC(C)([O-])C.[K+].[F:7][C:8]1[CH:13]=[CH:12][C:11]([NH:14][NH2:15])=[CH:10][C:9]=1[C:16]([F:19])([F:18])[F:17].Br[CH:21]([CH2:24]Br)[C:22]#[N:23].O.